Predict the product of the given reaction. From a dataset of Forward reaction prediction with 1.9M reactions from USPTO patents (1976-2016). (1) Given the reactants [CH3:1][C:2]1[CH:10]=[C:9]([C:11]([F:14])([F:13])[F:12])[CH:8]=[CH:7][C:3]=1[C:4]([OH:6])=O.C([O:17][C:18](=[O:40])[C:19]([O:22][C:23]1[CH:28]=[CH:27][C:26]([O:29][C:30]2[CH:35]=[C:34]([F:36])[CH:33]=[C:32]([CH2:37][NH2:38])[CH:31]=2)=[CH:25][C:24]=1[CH3:39])([CH3:21])[CH3:20])C, predict the reaction product. The product is: [F:36][C:34]1[CH:35]=[C:30]([CH:31]=[C:32]([CH2:37][NH:38][C:4](=[O:6])[C:3]2[CH:7]=[CH:8][C:9]([C:11]([F:14])([F:13])[F:12])=[CH:10][C:2]=2[CH3:1])[CH:33]=1)[O:29][C:26]1[CH:27]=[CH:28][C:23]([O:22][C:19]([CH3:20])([CH3:21])[C:18]([OH:40])=[O:17])=[C:24]([CH3:39])[CH:25]=1. (2) Given the reactants C1N=CN([C:6](N2C=NC=C2)=[O:7])C=1.[C:13]([C:17]1[CH:21]=[C:20]([NH2:22])[N:19]([C:23]2[CH:28]=[CH:27][C:26]([CH3:29])=[CH:25][CH:24]=2)[N:18]=1)([CH3:16])([CH3:15])[CH3:14].[NH2:30][C:31]1[C:40]2[C:35](=[CH:36][CH:37]=[CH:38][CH:39]=2)[C:34]([CH2:41][CH2:42][O:43][C:44]2[CH:49]=[CH:48][N:47]=[C:46]([NH2:50])[CH:45]=2)=[CH:33][CH:32]=1.C1COCC1, predict the reaction product. The product is: [NH2:50][C:46]1[CH:45]=[C:44]([O:43][CH2:42][CH2:41][C:34]2[C:35]3[C:40](=[CH:39][CH:38]=[CH:37][CH:36]=3)[C:31]([NH:30][C:6]([NH:22][C:20]3[N:19]([C:23]4[CH:24]=[CH:25][C:26]([CH3:29])=[CH:27][CH:28]=4)[N:18]=[C:17]([C:13]([CH3:16])([CH3:15])[CH3:14])[CH:21]=3)=[O:7])=[CH:32][CH:33]=2)[CH:49]=[CH:48][N:47]=1.